Predict the product of the given reaction. From a dataset of Forward reaction prediction with 1.9M reactions from USPTO patents (1976-2016). (1) Given the reactants C1C=CC(P(C2C(C3C(P(C4C=CC=CC=4)C4C=CC=CC=4)=CC=C4C=3C=CC=C4)=C3C(C=CC=C3)=CC=2)C2C=CC=CC=2)=CC=1.[F:47][C:48]1[CH:54]=[CH:53][C:51]([NH2:52])=[CH:50][CH:49]=1.Br[C:56]1[C:65]2[C:60](=[CH:61][CH:62]=[CH:63][CH:64]=2)[C:59]([F:66])=[CH:58][CH:57]=1.C(=O)([O-])[O-].[Cs+].[Cs+], predict the reaction product. The product is: [F:66][C:59]1[C:60]2[C:65](=[CH:64][CH:63]=[CH:62][CH:61]=2)[C:56]([NH:52][C:51]2[CH:53]=[CH:54][C:48]([F:47])=[CH:49][CH:50]=2)=[CH:57][CH:58]=1. (2) Given the reactants [NH2:1][C@@H:2]1[CH2:7][C@@H:6]2[N:8]([C:9]([O:11][C:12]([CH3:15])([CH3:14])[CH3:13])=[O:10])[C@H:3]1[CH2:4][CH2:5]2.C(N(CC)CC)C.Cl[C:24]1[CH:29]=[N:28][C:27]([C:30]([F:33])([F:32])[F:31])=[CH:26][N:25]=1, predict the reaction product. The product is: [F:31][C:30]([F:33])([F:32])[C:27]1[N:28]=[CH:29][C:24]([NH:1][C@@H:2]2[CH2:7][C@@H:6]3[N:8]([C:9]([O:11][C:12]([CH3:15])([CH3:14])[CH3:13])=[O:10])[C@H:3]2[CH2:4][CH2:5]3)=[N:25][CH:26]=1. (3) Given the reactants [NH2:1][C:2]1[C:11]([C:12]#[N:13])=[C:10]([NH:14][CH2:15][C:16]2[CH:21]=[CH:20][CH:19]=[CH:18][CH:17]=2)[C:9]2[C:4](=[CH:5][CH:6]=[C:7]([N:22]3[CH2:27][CH2:26][O:25][CH2:24][CH2:23]3)[CH:8]=2)[N:3]=1.[CH3:28][O:29][C:30]1[CH:38]=[CH:37][C:33]([C:34](Cl)=[O:35])=[CH:32][CH:31]=1, predict the reaction product. The product is: [CH3:28][O:29][C:30]1[CH:38]=[CH:37][C:33]([C:34]([N:1]([C:34](=[O:35])[C:33]2[CH:37]=[CH:38][C:30]([O:29][CH3:28])=[CH:31][CH:32]=2)[C:2]2[C:11]([C:12]#[N:13])=[C:10]([NH:14][CH2:15][C:16]3[CH:17]=[CH:18][CH:19]=[CH:20][CH:21]=3)[C:9]3[C:4](=[CH:5][CH:6]=[C:7]([N:22]4[CH2:23][CH2:24][O:25][CH2:26][CH2:27]4)[CH:8]=3)[N:3]=2)=[O:35])=[CH:32][CH:31]=1. (4) Given the reactants Cl.Cl.[C:3]([C:5]1[CH:10]=[CH:9][C:8]([S:11]([N:14]([CH3:26])[CH2:15][CH2:16][N:17]2[CH2:24][CH:23]3[O:25][CH:19]([CH2:20][NH:21][CH2:22]3)[CH2:18]2)(=[O:13])=[O:12])=[CH:7][CH:6]=1)#[N:4].Br[CH2:28][CH2:29][O:30][C:31]1[CH:36]=[CH:35][CH:34]=[CH:33][C:32]=1[F:37].C(=O)([O-])[O-].[K+].[K+].C(#N)C, predict the reaction product. The product is: [C:3]([C:5]1[CH:10]=[CH:9][C:8]([S:11]([N:14]([CH2:15][CH2:16][N:17]2[CH2:24][CH:23]3[O:25][CH:19]([CH2:20][N:21]([CH2:28][CH2:29][O:30][C:31]4[CH:36]=[CH:35][CH:34]=[CH:33][C:32]=4[F:37])[CH2:22]3)[CH2:18]2)[CH3:26])(=[O:13])=[O:12])=[CH:7][CH:6]=1)#[N:4]. (5) Given the reactants [O-]Cl.[Na+].C1(CCCC2C=C[N+]([O-:19])=CC=2)C=CC=CC=1.[CH2:20]1[C:28]2[C:23](=[CH:24][C:25]([O:29][CH3:30])=[CH:26][CH:27]=2)[CH:22]=[CH:21]1, predict the reaction product. The product is: [CH3:30][O:29][C:25]1[CH:26]=[CH:27][C:28]2[CH2:20][C@@H:21]3[O:19][C@@H:22]3[C:23]=2[CH:24]=1. (6) The product is: [Cl:23][C:19]1[CH:18]=[C:17]([CH:22]=[CH:21][CH:20]=1)[CH2:16][NH:15][C:14]([CH:10]1[CH2:11][CH2:12][CH2:13][CH:8]([NH:7][C:6]2[N:35]=[CH:34][N:33]=[C:32]3[C:28]=2[N:29]=[CH:30][NH:31]3)[CH2:9]1)=[O:24]. Given the reactants C(O[C:6](=O)[NH:7][CH:8]1[CH2:13][CH2:12][CH2:11][CH:10]([C:14](=[O:24])[NH:15][CH2:16][C:17]2[CH:22]=[CH:21][CH:20]=[C:19]([Cl:23])[CH:18]=2)[CH2:9]1)(C)(C)C.ClC1[N:35]=[CH:34][N:33]=[C:32]2[C:28]=1[N:29]=[CH:30][NH:31]2.CCN(C(C)C)C(C)C, predict the reaction product. (7) Given the reactants [Br:1][C:2]1[N:7]=[C:6]([CH2:8][C:9]2[C:17]3[C:12](=[CH:13][C:14]([O:18][CH3:19])=[CH:15][CH:16]=3)[NH:11][C:10]=2[C:20]2[CH:25]=[CH:24][CH:23]=[CH:22][CH:21]=2)[CH:5]=[CH:4][CH:3]=1.[C:26](O[C:26]([O:28][C:29]([CH3:32])([CH3:31])[CH3:30])=[O:27])([O:28][C:29]([CH3:32])([CH3:31])[CH3:30])=[O:27].O, predict the reaction product. The product is: [Br:1][C:2]1[N:7]=[C:6]([CH2:8][C:9]2[C:17]3[C:12](=[CH:13][C:14]([O:18][CH3:19])=[CH:15][CH:16]=3)[N:11]([C:26]([O:28][C:29]([CH3:32])([CH3:31])[CH3:30])=[O:27])[C:10]=2[C:20]2[CH:21]=[CH:22][CH:23]=[CH:24][CH:25]=2)[CH:5]=[CH:4][CH:3]=1. (8) Given the reactants [OH:1][C:2]1[CH:3]=[C:4]([C:8](=[O:10])[CH3:9])[CH:5]=[CH:6][CH:7]=1.B1(C)OC(C2C=CC=CC=2)(C2C=CC=CC=2)[C@H]2N1CCC2, predict the reaction product. The product is: [OH:10][C@@H:8]([C:4]1[CH:3]=[C:2]([OH:1])[CH:7]=[CH:6][CH:5]=1)[CH3:9]. (9) Given the reactants [OH:1][CH2:2][CH:3]1[CH2:8][CH2:7][N:6]([C:9]2[CH:14]=[CH:13][CH:12]=[CH:11][CH:10]=2)[C:5](=[O:15])[CH2:4]1.C(N(CC)CC)C.[CH3:23][S:24](Cl)(=[O:26])=[O:25].O, predict the reaction product. The product is: [CH3:23][S:24]([O:1][CH2:2][CH:3]1[CH2:8][CH2:7][N:6]([C:9]2[CH:14]=[CH:13][CH:12]=[CH:11][CH:10]=2)[C:5](=[O:15])[CH2:4]1)(=[O:26])=[O:25].